The task is: Predict which catalyst facilitates the given reaction.. This data is from Catalyst prediction with 721,799 reactions and 888 catalyst types from USPTO. Reactant: [N:1]#[C:2]Br.[N:4]1([C:10]([O:12][CH2:13][CH3:14])=[O:11])[CH2:9][CH2:8][NH:7][CH2:6][CH2:5]1.N1C=CC=CC=1.Cl.[NH2:22][OH:23]. Product: [CH2:13]([O:12][C:10]([N:4]1[CH2:9][CH2:8][N:7]([C:2](=[NH:1])[NH:22][OH:23])[CH2:6][CH2:5]1)=[O:11])[CH3:14]. The catalyst class is: 27.